Predict the reactants needed to synthesize the given product. From a dataset of Full USPTO retrosynthesis dataset with 1.9M reactions from patents (1976-2016). (1) Given the product [F:18][C:16]1[CH:17]=[C:12]([C@@H:11]2[CH2:10][CH2:9][CH2:8][C@H:7]3[N:6]2[C:1](=[O:5])[CH2:2][CH:22]=[CH:21]3)[CH:13]=[C:14]([F:20])[C:15]=1[F:19], predict the reactants needed to synthesize it. The reactants are: [C:1]([N:6]1[C@H:11]([C:12]2[CH:17]=[C:16]([F:18])[C:15]([F:19])=[C:14]([F:20])[CH:13]=2)[CH2:10][CH2:9][CH2:8][C@@H:7]1/[CH:21]=[CH:22]/C(OC)=O)(=[O:5])[CH2:2]C=C.C(N1[C@H](C2C=C(F)C(F)=C(F)C=2)CCC[C@@H]1/C=C\C(OC)=O)(=O)CC=C.C(N(CC)CC)C. (2) Given the product [Cl:57][C:44]1[CH:43]=[C:42]2[C:47](=[CH:46][C:45]=1[CH2:48][C:49]1[CH:50]=[CH:51][C:52]([CH2:55][CH3:56])=[CH:53][CH:54]=1)[C@:10]1([C@H:9]([OH:8])[C@@H:14]([OH:15])[C@H:13]([OH:23])[C@@H:12]([CH2:31][OH:32])[O:11]1)[CH2:40][CH2:41]2, predict the reactants needed to synthesize it. The reactants are: C([O:8][C@@H:9]1[C@@H:14]([O:15]CC2C=CC=CC=2)[C@H:13]([O:23]CC2C=CC=CC=2)[C@@H:12]([CH2:31][O:32]CC2C=CC=CC=2)[O:11][C@:10]21[C:47]1[C:42](=[CH:43][C:44]([Cl:57])=[C:45]([CH2:48][C:49]3[CH:54]=[CH:53][C:52]([CH2:55][CH3:56])=[CH:51][CH:50]=3)[CH:46]=1)[CH2:41][CH2:40]2)C1C=CC=CC=1.